From a dataset of Full USPTO retrosynthesis dataset with 1.9M reactions from patents (1976-2016). Predict the reactants needed to synthesize the given product. (1) The reactants are: [CH:1]([N:14]1[CH2:19][CH2:18][N:17]([C:20]2([CH2:24]S(C3C=CC=CC=3)(=O)=O)[CH2:23][O:22][CH2:21]2)[CH2:16][CH2:15]1)([C:8]1[CH:13]=[CH:12][CH:11]=[CH:10][CH:9]=1)[C:2]1[CH:7]=[CH:6][CH:5]=[CH:4][CH:3]=1.[Mg].Cl. Given the product [CH:1]([N:14]1[CH2:19][CH2:18][N:17]([C:20]2([CH3:24])[CH2:21][O:22][CH2:23]2)[CH2:16][CH2:15]1)([C:8]1[CH:9]=[CH:10][CH:11]=[CH:12][CH:13]=1)[C:2]1[CH:7]=[CH:6][CH:5]=[CH:4][CH:3]=1, predict the reactants needed to synthesize it. (2) The reactants are: [CH:1]1([C:6]2[CH:29]=[CH:28][C:9]([CH2:10][O:11][C:12]3[CH:20]=[CH:19][C:18]4[N:17]5[CH2:21][CH2:22][CH:23]([CH2:24][C:25]([OH:27])=[O:26])[C:16]5=[CH:15][C:14]=4[CH:13]=3)=[CH:8][C:7]=2[C:30]([F:33])([F:32])[F:31])[CH2:5][CH2:4][CH2:3][CH2:2]1.C1C(=O)N([Cl:41])C(=O)C1. Given the product [Cl:41][C:15]1[C:14]2[CH:13]=[C:12]([O:11][CH2:10][C:9]3[CH:28]=[CH:29][C:6]([CH:1]4[CH2:5][CH2:4][CH2:3][CH2:2]4)=[C:7]([C:30]([F:33])([F:31])[F:32])[CH:8]=3)[CH:20]=[CH:19][C:18]=2[N:17]2[CH2:21][CH2:22][CH:23]([CH2:24][C:25]([OH:27])=[O:26])[C:16]=12, predict the reactants needed to synthesize it.